From a dataset of Catalyst prediction with 721,799 reactions and 888 catalyst types from USPTO. Predict which catalyst facilitates the given reaction. (1) Reactant: FC(F)(F)C([O-])=[O:4].[F:8][C:9]([F:27])([F:26])[C:10]1[CH:15]=[CH:14][C:13]([S:16]([O:19][CH:20]2[CH2:25][CH2:24][NH:23][CH2:22][CH2:21]2)(=[O:18])=[O:17])=[CH:12][CH:11]=1.[C:28]([S:32](Cl)=[O:33])([CH3:31])([CH3:30])[CH3:29].C(N(CC)CC)C.ClC1C=CC=C(C(OO)=O)C=1. Product: [F:27][C:9]([F:8])([F:26])[C:10]1[CH:11]=[CH:12][C:13]([S:16]([O:19][CH:20]2[CH2:25][CH2:24][N:23]([S:32]([C:28]([CH3:31])([CH3:30])[CH3:29])(=[O:33])=[O:4])[CH2:22][CH2:21]2)(=[O:18])=[O:17])=[CH:14][CH:15]=1. The catalyst class is: 469. (2) Reactant: [NH2:1][CH2:2][CH2:3][OH:4].[Cl:5][C:6]1[C:11]([C:12]2[CH:17]=[CH:16][CH:15]=[C:14]([CH2:18][CH3:19])[CH:13]=2)=[C:10]([C:20]([C@@H:30]2[CH2:35][CH2:34][CH2:33][N:32]([C:36]([C:38]3[CH:43]=[CH:42][C:41]([CH:44]=O)=[CH:40][CH:39]=3)=[O:37])[CH2:31]2)([OH:29])[CH2:21][CH2:22][CH2:23][NH:24][C:25](=[O:28])[O:26][CH3:27])[CH:9]=[CH:8][CH:7]=1.C([BH3-])#N.[Na+]. Product: [Cl:5][C:6]1[C:11]([C:12]2[CH:17]=[CH:16][CH:15]=[C:14]([CH2:18][CH3:19])[CH:13]=2)=[C:10]([C:20]([OH:29])([C@@H:30]2[CH2:35][CH2:34][CH2:33][N:32]([C:36]([C:38]3[CH:43]=[CH:42][C:41]([CH2:44][NH:1][CH2:2][CH2:3][OH:4])=[CH:40][CH:39]=3)=[O:37])[CH2:31]2)[CH2:21][CH2:22][CH2:23][NH:24][C:25](=[O:28])[O:26][CH3:27])[CH:9]=[CH:8][CH:7]=1. The catalyst class is: 130. (3) Reactant: [C:1]1([C@@H:7]([NH2:9])[CH3:8])[CH:6]=[CH:5][CH:4]=[CH:3][CH:2]=1.[CH:10]1([NH:13][C:14]([C:16]2[CH:17]=[C:18]([F:40])[C:19]([CH3:39])=[C:20]([C:22]3[CH:27]=[CH:26][C:25]([C:28](O)=[O:29])=[CH:24][C:23]=3[C:31]([NH:33][C:34]3[S:35][CH:36]=[CH:37][N:38]=3)=[O:32])[CH:21]=2)=[O:15])[CH2:12][CH2:11]1.Cl.CN(C)CCCN=C=NCC.CCOC(C)=O. Product: [CH:10]1([NH:13][C:14]([C:16]2[CH:21]=[C:20]([C:22]3[C:23]([C:31]([NH:33][C:34]4[S:35][CH:36]=[CH:37][N:38]=4)=[O:32])=[CH:24][C:25]([C:28]([NH:9][C@@H:7]([C:1]4[CH:6]=[CH:5][CH:4]=[CH:3][CH:2]=4)[CH3:8])=[O:29])=[CH:26][CH:27]=3)[C:19]([CH3:39])=[C:18]([F:40])[CH:17]=2)=[O:15])[CH2:12][CH2:11]1. The catalyst class is: 119. (4) Reactant: C([Si](C)(C)[O:6][C:7]1[CH:12]=[CH:11][C:10]([C:13]2[C:17]([C:18]3[CH:23]=[CH:22][CH:21]=[CH:20][CH:19]=3)=[C:16]([C:24]3([C@H:27]([OH:29])[CH3:28])[CH2:26][CH2:25]3)[O:15][N:14]=2)=[CH:9][CH:8]=1)(C)(C)C.F[B-](F)(F)F.[H+].O. Product: [OH:29][C@@H:27]([C:24]1([C:16]2[O:15][N:14]=[C:13]([C:10]3[CH:9]=[CH:8][C:7]([OH:6])=[CH:12][CH:11]=3)[C:17]=2[C:18]2[CH:23]=[CH:22][CH:21]=[CH:20][CH:19]=2)[CH2:26][CH2:25]1)[CH3:28]. The catalyst class is: 577.